Predict the reaction yield, written as a fraction of the theoretical maximum amount of product (1.0 means a 100% yield; for example, 0.34 means a 34% yield). From a dataset of Reaction yield outcomes from USPTO patents with 853,638 reactions. (1) The reactants are N[CH:2]([C:6]1[CH:11]=[CH:10][CH:9]=[CH:8][C:7]=1[Cl:12])[C:3]([OH:5])=[O:4].N([O-])=O.[Na+].[BrH:17]. No catalyst specified. The product is [Br:17][CH:2]([C:6]1[CH:11]=[CH:10][CH:9]=[CH:8][C:7]=1[Cl:12])[C:3]([OH:5])=[O:4]. The yield is 0.730. (2) The reactants are [CH3:1][C:2]1[C:7]([OH:8])=[CH:6][CH:5]=[CH:4][N:3]=1.[H-].[Na+].[Br:11][C:12]1[CH:13]=[C:14]([N+]([O-])=O)[C:15]([C:18]#[N:19])=[N:16][CH:17]=1.O. The catalyst is CN(C=O)C. The product is [Br:11][C:12]1[CH:13]=[C:14]([O:8][C:7]2[C:2]([CH3:1])=[N:3][CH:4]=[CH:5][CH:6]=2)[C:15]([C:18]#[N:19])=[N:16][CH:17]=1. The yield is 0.480.